From a dataset of Catalyst prediction with 721,799 reactions and 888 catalyst types from USPTO. Predict which catalyst facilitates the given reaction. Reactant: [CH3:1][S:2]([N:5]1[CH2:14][CH2:13][C:12]2[C:7](=[CH:8][CH:9]=[C:10]([C:15]([O:17]C)=[O:16])[CH:11]=2)[CH2:6]1)(=[O:4])=[O:3].[OH-].[Na+].Cl. Product: [CH3:1][S:2]([N:5]1[CH2:14][CH2:13][C:12]2[C:7](=[CH:8][CH:9]=[C:10]([C:15]([OH:17])=[O:16])[CH:11]=2)[CH2:6]1)(=[O:4])=[O:3]. The catalyst class is: 5.